This data is from Full USPTO retrosynthesis dataset with 1.9M reactions from patents (1976-2016). The task is: Predict the reactants needed to synthesize the given product. (1) Given the product [Br:1][C:2]1[CH:10]=[CH:9][C:5]([C:6]([O:8][CH3:16])=[O:7])=[C:4]([Cl:11])[CH:3]=1, predict the reactants needed to synthesize it. The reactants are: [Br:1][C:2]1[CH:10]=[CH:9][C:5]([C:6]([OH:8])=[O:7])=[C:4]([Cl:11])[CH:3]=1.O=S(Cl)Cl.[CH3:16]O. (2) The reactants are: [CH3:1][O:2][C:3]1[CH:4]=[C:5]([N:11]([CH3:25])[S:12]([C:15]2[CH:20]=[CH:19][C:18]([CH2:21][CH2:22][CH2:23]O)=[CH:17][CH:16]=2)(=[O:14])=[O:13])[CH:6]=[CH:7][C:8]=1[O:9][CH3:10].[C:26]1(=[O:36])[NH:30][C:29](=[O:31])[C:28]2=[CH:32][CH:33]=[CH:34][CH:35]=[C:27]12.C1(P(C2C=CC=CC=2)C2C=CC=CC=2)C=CC=CC=1.Cl. Given the product [CH3:1][O:2][C:3]1[CH:4]=[C:5]([N:11]([CH3:25])[S:12]([C:15]2[CH:16]=[CH:17][C:18]([CH2:21][CH2:22][CH2:23][N:30]3[C:26](=[O:36])[C:27]4[C:28](=[CH:32][CH:33]=[CH:34][CH:35]=4)[C:29]3=[O:31])=[CH:19][CH:20]=2)(=[O:13])=[O:14])[CH:6]=[CH:7][C:8]=1[O:9][CH3:10], predict the reactants needed to synthesize it. (3) Given the product [CH3:39][S:40]([N:43]1[CH2:48][CH2:47][N:46]([C@@H:49]([CH2:54][NH:55][C:56](=[O:76])[C:57]2[CH:58]=[CH:59][C:60]([O:63][CH2:64][C:65]3[C:74]4[C:69](=[CH:70][CH:71]=[CH:72][CH:73]=4)[CH:75]=[CH:67][CH:66]=3)=[CH:61][CH:62]=2)[C:50]([O:52][CH3:53])=[O:51])[CH2:45][CH2:44]1)(=[O:41])=[O:42], predict the reactants needed to synthesize it. The reactants are: OC1C=CC(C(NC[C@H](N2CCN(S(C)(=O)=O)CC2)C(OC)=O)=O)=CC=1.BrCC1C2C(=CC=CC=2)C=CC=1.[CH3:39][S:40]([N:43]1[CH2:48][CH2:47][N:46]([C@@H:49]([CH2:54][NH:55][C:56](=[O:76])[C:57]2[CH:62]=[CH:61][C:60]([O:63][CH2:64][C:65]3[C:74]4[C:69](=[CH:70][CH:71]=[CH:72][CH:73]=4)N=[C:67]([CH3:75])[CH:66]=3)=[CH:59][CH:58]=2)[C:50]([O:52][CH3:53])=[O:51])[CH2:45][CH2:44]1)(=[O:42])=[O:41]. (4) Given the product [Br:1][C:2]1[CH:3]=[C:4]([F:22])[C:5]([NH2:19])=[C:6]2[C:11]=1[O:10][CH2:9][C:8]([C:13]1[CH:14]=[N:15][CH:16]=[CH:17][CH:18]=1)=[N:7]2, predict the reactants needed to synthesize it. The reactants are: [Br:1][C:2]1[C:11]2[O:10][CH2:9][C:8]([C:13]3[CH:14]=[N:15][CH:16]=[CH:17][CH:18]=3)(O)[NH:7][C:6]=2[C:5]([N+:19]([O-])=O)=[C:4]([F:22])[CH:3]=1. (5) Given the product [C:1]([C:3]([C:18]1[CH:19]=[CH:20][CH:21]=[CH:22][CH:23]=1)=[C:4]1[CH2:5][CH2:6][N:7]([C:10]([O:12][C:13]([CH3:16])([CH3:15])[CH3:14])=[O:11])[CH2:8][CH2:9]1)#[N:2], predict the reactants needed to synthesize it. The reactants are: [C:1]([CH:3]([C:18]1[CH:23]=[CH:22][CH:21]=[CH:20][CH:19]=1)[C:4]1(O)[CH2:9][CH2:8][N:7]([C:10]([O:12][C:13]([CH3:16])([CH3:15])[CH3:14])=[O:11])[CH2:6][CH2:5]1)#[N:2].O=S(Cl)Cl. (6) Given the product [C:37]([N:29]1[C:30]2[C:35](=[CH:34][C:33]([C:9]3[CH:10]=[C:11]([CH:16]=[CH:17][CH:18]=3)[C:12]([O:14][CH3:15])=[O:13])=[CH:32][CH:31]=2)[C@H:26]([NH:25][C:24]([O:23][CH:21]([CH3:22])[CH3:20])=[O:41])[CH2:27][C@@H:28]1[CH3:40])(=[O:39])[CH3:38], predict the reactants needed to synthesize it. The reactants are: CC1(C)C(C)(C)OB([C:9]2[CH:10]=[C:11]([CH:16]=[CH:17][CH:18]=2)[C:12]([O:14][CH3:15])=[O:13])O1.[CH3:20][CH:21]([O:23][C:24](=[O:41])[NH:25][C@H:26]1[C:35]2[C:30](=[CH:31][CH:32]=[C:33](Br)[CH:34]=2)[N:29]([C:37](=[O:39])[CH3:38])[C@@H:28]([CH3:40])[CH2:27]1)[CH3:22].C([O-])(O)=O.[Na+]. (7) Given the product [Cl:44][C:26]1[C:27]([NH:29][C:30]2[CH:35]=[CH:34][CH:33]=[CH:32][C:31]=2[S:36]([N:39]2[CH2:43][CH2:42][CH2:41][CH2:40]2)(=[O:38])=[O:37])=[N:28][C:23]([NH:21][C:4]2[C:3]([O:2][CH3:1])=[CH:20][C:7]3[CH2:8][CH2:9][N:10]([CH:13]([CH2:14][O:15][CH3:16])[CH2:17][O:18][CH3:19])[CH2:11][CH2:12][C:6]=3[CH:5]=2)=[N:24][CH:25]=1, predict the reactants needed to synthesize it. The reactants are: [CH3:1][O:2][C:3]1[C:4]([NH2:21])=[CH:5][C:6]2[CH2:12][CH2:11][N:10]([CH:13]([CH2:17][O:18][CH3:19])[CH2:14][O:15][CH3:16])[CH2:9][CH2:8][C:7]=2[CH:20]=1.Cl[C:23]1[N:28]=[C:27]([NH:29][C:30]2[CH:35]=[CH:34][CH:33]=[CH:32][C:31]=2[S:36]([N:39]2[CH2:43][CH2:42][CH2:41][CH2:40]2)(=[O:38])=[O:37])[C:26]([Cl:44])=[CH:25][N:24]=1. (8) Given the product [OH:10][CH:7]1[CH2:8][CH2:9][N:4]([CH2:1][C:2]#[C:3][C:19]2[CH:20]=[CH:21][C:22](/[C:25](/[C:42]3[CH:43]=[CH:44][C:45]([C:48]([F:49])([F:50])[F:51])=[CH:46][CH:47]=3)=[CH:26]\[CH2:27][O:28][C:29]3[CH:40]=[CH:39][C:32]([O:33][CH2:34][C:35]([O:37][CH3:38])=[O:36])=[C:31]([CH3:41])[CH:30]=3)=[CH:23][CH:24]=2)[CH2:5][CH2:6]1, predict the reactants needed to synthesize it. The reactants are: [CH2:1]([N:4]1[CH2:9][CH2:8][CH:7]([OH:10])[CH2:6][CH2:5]1)[C:2]#[CH:3].C(NC(C)C)(C)C.I[C:19]1[CH:24]=[CH:23][C:22](/[C:25](/[C:42]2[CH:47]=[CH:46][C:45]([C:48]([F:51])([F:50])[F:49])=[CH:44][CH:43]=2)=[CH:26]\[CH2:27][O:28][C:29]2[CH:40]=[CH:39][C:32]([O:33][CH2:34][C:35]([O:37][CH3:38])=[O:36])=[C:31]([CH3:41])[CH:30]=2)=[CH:21][CH:20]=1.